From a dataset of Full USPTO retrosynthesis dataset with 1.9M reactions from patents (1976-2016). Predict the reactants needed to synthesize the given product. (1) Given the product [CH3:10][N:11]([CH3:12])[C:2]1[NH:3][CH:4]=[CH:5][C:6]=1[N+:7]([O-:9])=[O:8], predict the reactants needed to synthesize it. The reactants are: Cl[C:2]1[NH:3][CH:4]=[CH:5][C:6]=1[N+:7]([O-:9])=[O:8].[CH3:10][NH:11][CH3:12]. (2) Given the product [Cl:1][C:2]1[CH:8]=[CH:7][C:5]([NH:6][C:17](=[O:18])[O:19][C:20]2[CH:25]=[CH:24][CH:23]=[CH:22][CH:21]=2)=[CH:4][C:3]=1[CH3:9], predict the reactants needed to synthesize it. The reactants are: [Cl:1][C:2]1[CH:8]=[CH:7][C:5]([NH2:6])=[CH:4][C:3]=1[CH3:9].N1C=CC=CC=1.Cl[C:17]([O:19][C:20]1[CH:25]=[CH:24][CH:23]=[CH:22][CH:21]=1)=[O:18].Cl. (3) The reactants are: [CH2:1]([N:3]([C:7]1[C:11]2[CH:12]=[N:13][C:14]([NH:16][C:17]([NH:19][C@@H:20]([C:22]3[CH:27]=[CH:26][CH:25]=[CH:24][CH:23]=3)[CH3:21])=[O:18])=[CH:15][C:10]=2[NH:9][N:8]=1)C(=O)C)[CH3:2].[B-](F)(F)(F)[F:29].[B-](F)(F)(F)F.C1[N+]2(CCl)CC[N+](F)(CC2)C1. Given the product [CH2:1]([NH:3][C:7]1[C:11]2[CH:12]=[N:13][C:14]([NH:16][C:17]([NH:19][C@@H:20]([C:22]3[CH:27]=[CH:26][CH:25]=[CH:24][CH:23]=3)[CH3:21])=[O:18])=[C:15]([F:29])[C:10]=2[NH:9][N:8]=1)[CH3:2], predict the reactants needed to synthesize it. (4) Given the product [F:19][C:2]([F:1])([F:18])[C:3]([C:5]1[CH:10]=[CH:9][CH:8]=[C:7]([CH:11]2[CH2:16][CH2:15][NH:14][CH2:13][CH2:12]2)[C:6]=1[F:17])=[O:4], predict the reactants needed to synthesize it. The reactants are: [F:1][C:2]([F:19])([F:18])[C:3]([C:5]1[CH:10]=[CH:9][CH:8]=[C:7]([C:11]2[CH:16]=[CH:15][N:14]=[CH:13][CH:12]=2)[C:6]=1[F:17])=[O:4].Cl. (5) Given the product [OH:26][CH:27]([N:29]1[CH:33]=[CH:32][C:31]([C:34]([N:36]2[CH2:37][CH2:38][N:39]([C:42]3[CH:43]=[C:44]([CH:48]=[CH:49][CH:50]=3)[C:45]([NH2:47])=[O:46])[CH2:40][CH2:41]2)=[O:35])=[C:30]1[C:51]1[CH:52]=[CH:53][CH:54]=[CH:55][CH:56]=1)[CH3:28], predict the reactants needed to synthesize it. The reactants are: CCCC[N+](CCCC)(CCCC)CCCC.[F-].[Si]([O:26][CH:27]([N:29]1[CH:33]=[CH:32][C:31]([C:34]([N:36]2[CH2:41][CH2:40][N:39]([C:42]3[CH:43]=[C:44]([CH:48]=[CH:49][CH:50]=3)[C:45]([NH2:47])=[O:46])[CH2:38][CH2:37]2)=[O:35])=[C:30]1[C:51]1[CH:56]=[CH:55][CH:54]=[CH:53][CH:52]=1)[CH3:28])(C(C)(C)C)(C)C.C(OCC)(=O)C. (6) Given the product [ClH:33].[NH2:5][CH2:9][CH2:10][CH2:11][CH2:12][NH:13][C:14]([C@@H:15]([NH:16][C:17]([C:19]1[S:20][C:21]2[CH:27]=[CH:26][CH:25]=[CH:24][C:22]=2[CH:23]=1)=[O:18])[CH2:28][CH:29]([CH3:30])[CH3:31])=[O:32], predict the reactants needed to synthesize it. The reactants are: CC([N:5]([CH2:9][CH2:10][CH2:11][CH2:12][NH:13][C:14](=[O:32])[C@H:15]([CH2:28][CH:29]([CH3:31])[CH3:30])[NH:16][C:17]([C:19]1[S:20][C:21]2[CH:27]=[CH:26][CH:25]=[CH:24][C:22]=2[CH:23]=1)=[O:18])C(=O)[O-])(C)C.[ClH:33]. (7) Given the product [CH3:1][O:2][C:3]1[C:4]([O:11][CH2:12][CH2:13][N:14]2[CH2:19][CH2:18][O:17][CH2:16][CH2:15]2)=[CH:5][C:6]([CH:7]=[O:8])=[C:9]([N+:20]([O-:22])=[O:21])[CH:10]=1, predict the reactants needed to synthesize it. The reactants are: [CH3:1][O:2][C:3]1[CH:10]=[CH:9][C:6]([CH:7]=[O:8])=[CH:5][C:4]=1[O:11][CH2:12][CH2:13][N:14]1[CH2:19][CH2:18][O:17][CH2:16][CH2:15]1.[N+:20]([O-])([OH:22])=[O:21].[N+]([O-])([O-])=O.[K+]. (8) Given the product [C:39]([C:34]1[CH:35]=[CH:36][CH:37]=[C:38]2[C:33]=1[NH:32][CH:31]=[C:30]2/[CH:28]=[CH:20]/[C:21]([O:23][C:24]([CH3:27])([CH3:26])[CH3:25])=[O:22])#[N:40], predict the reactants needed to synthesize it. The reactants are: C1(P(=[CH:20][C:21]([O:23][C:24]([CH3:27])([CH3:26])[CH3:25])=[O:22])(C2C=CC=CC=2)C2C=CC=CC=2)C=CC=CC=1.[CH:28]([C:30]1[C:38]2[C:33](=[C:34]([C:39]#[N:40])[CH:35]=[CH:36][CH:37]=2)[NH:32][CH:31]=1)=O. (9) Given the product [OH:31][CH2:32][CH2:33][NH:34][C:35]1[CH:44]=[C:43]2[C:38]([CH:39]=[C:40]([C:46]3[CH:51]=[CH:50][CH:49]=[CH:48][C:47]=3[C:52]([F:55])([F:53])[F:54])[NH:41][C:42]2=[O:45])=[CH:37][CH:36]=1, predict the reactants needed to synthesize it. The reactants are: CCCC[N+](CCCC)(CCCC)CCCC.[F-].C1COCC1.[Si]([O:31][CH2:32][CH2:33][NH:34][C:35]1[CH:44]=[C:43]2[C:38]([CH:39]=[C:40]([C:46]3[CH:51]=[CH:50][CH:49]=[CH:48][C:47]=3[C:52]([F:55])([F:54])[F:53])[NH:41][C:42]2=[O:45])=[CH:37][CH:36]=1)(C(C)(C)C)(C)C.[Cl-].[NH4+]. (10) Given the product [CH3:1][C:2]1([CH3:32])[CH2:7][CH2:6][C:5]([C:8]2[CH:13]=[C:12]([C:14]3([CH:20]=[O:21])[CH2:19][CH2:18][O:17][CH2:16][CH2:15]3)[CH:11]=[CH:10][C:9]=2[NH:22][C:23]([C:25]2[NH:26][CH:27]=[C:28]([C:30]#[N:31])[N:29]=2)=[O:24])=[CH:4][CH2:3]1, predict the reactants needed to synthesize it. The reactants are: [CH3:1][C:2]1([CH3:32])[CH2:7][CH2:6][C:5]([C:8]2[CH:13]=[C:12]([C:14]3([CH2:20][OH:21])[CH2:19][CH2:18][O:17][CH2:16][CH2:15]3)[CH:11]=[CH:10][C:9]=2[NH:22][C:23]([C:25]2[NH:26][CH:27]=[C:28]([C:30]#[N:31])[N:29]=2)=[O:24])=[CH:4][CH2:3]1.CC(OI1(OC(C)=O)(OC(C)=O)OC(=O)C2C=CC=CC1=2)=O.